From a dataset of Forward reaction prediction with 1.9M reactions from USPTO patents (1976-2016). Predict the product of the given reaction. (1) Given the reactants [NH2:1][C:2]1[N:9]=[C:8]([C:10]2[CH:15]=[CH:14][C:13]([CH2:16][N:17]3[CH2:22][CH2:21][CH:20]([N:23]4[C:27]5[CH:28]=[CH:29][CH:30]=[CH:31][C:26]=5[NH:25][C:24]4=[O:32])[CH2:19][CH2:18]3)=[CH:12][CH:11]=2)[C:7]([C:33]2[CH:38]=[CH:37][CH:36]=[CH:35][CH:34]=2)=[CH:6][C:3]=1[C:4]#[N:5].[CH2:39]([N:41]=[C:42]=[O:43])[CH3:40], predict the reaction product. The product is: [C:4]([C:3]1[C:2]([NH:1][C:42]([NH:41][CH2:39][CH3:40])=[O:43])=[N:9][C:8]([C:10]2[CH:11]=[CH:12][C:13]([CH2:16][N:17]3[CH2:18][CH2:19][CH:20]([N:23]4[C:27]5[CH:28]=[CH:29][CH:30]=[CH:31][C:26]=5[NH:25][C:24]4=[O:32])[CH2:21][CH2:22]3)=[CH:14][CH:15]=2)=[C:7]([C:33]2[CH:38]=[CH:37][CH:36]=[CH:35][CH:34]=2)[CH:6]=1)#[N:5]. (2) Given the reactants [NH:1]1[CH:5]=[C:4]([C:6]#[N:7])[CH:3]=[N:2]1.O.C1(C)C=CC(S(O)(=O)=O)=CC=1.[O:20]1[CH:25]=[CH:24][CH2:23][CH2:22][CH2:21]1, predict the reaction product. The product is: [O:20]1[CH2:25][CH2:24][CH2:23][CH2:22][CH:21]1[N:1]1[CH:5]=[C:4]([C:6]#[N:7])[CH:3]=[N:2]1. (3) Given the reactants [C:1]([NH:8][CH2:9][C:10]([O:12]CC=C)=O)([O:3][C:4]([CH3:7])([CH3:6])[CH3:5])=[O:2].C[Si]([NH-])(C)C.C[Si]([NH-])(C)C.[Li+].[Li+].O1CCCC1.[C:33]([O:37][CH2:38][CH:39]=[CH2:40])(=[O:36])[CH:34]=[CH2:35], predict the reaction product. The product is: [O:12]=[C:10]1[CH2:9][N:8]([C:1]([O:3][C:4]([CH3:5])([CH3:6])[CH3:7])=[O:2])[CH2:35][CH:34]1[C:33]([O:37][CH2:38][CH:39]=[CH2:40])=[O:36]. (4) Given the reactants I[C:2]1[S:3][CH:4]=[CH:5][C:6]=1[C:7]#[N:8].[Br:9][C:10]1[CH:15]=[CH:14][C:13](B(O)O)=[CH:12][CH:11]=1.C(=O)([O-])[O-].[K+].[K+].N#N, predict the reaction product. The product is: [Br:9][C:10]1[CH:15]=[CH:14][C:13]([C:2]2[S:3][CH:4]=[CH:5][C:6]=2[C:7]#[N:8])=[CH:12][CH:11]=1. (5) Given the reactants CS(O[C@H:6]1[CH2:10][CH2:9][N:8]([C:11]2[CH:16]=[C:15]([NH:17][CH:18]3[CH2:23][CH2:22][O:21][CH2:20][CH2:19]3)[N:14]3[N:24]=[C:25]([C:27]4[C:36]([CH3:37])=[N:35][C:34]5[C:29](=[CH:30][CH:31]=[CH:32][CH:33]=5)[N:28]=4)[CH:26]=[C:13]3[N:12]=2)[CH2:7]1)(=O)=O.[F-].[K+], predict the reaction product. The product is: [N:8]1([C:11]2[CH:16]=[C:15]([NH:17][CH:18]3[CH2:23][CH2:22][O:21][CH2:20][CH2:19]3)[N:14]3[N:24]=[C:25]([C:27]4[C:36]([CH3:37])=[N:35][C:34]5[C:29](=[CH:30][CH:31]=[CH:32][CH:33]=5)[N:28]=4)[CH:26]=[C:13]3[N:12]=2)[CH2:7][CH:6]=[CH:10][CH2:9]1. (6) Given the reactants [Cl:1][C:2]1[CH:3]=[C:4]2[C:9](=[C:10]([F:12])[CH:11]=1)[NH:8][C:7](=[O:13])[C:6]([C:14]#[N:15])=[C:5]2[C:16]1[CH:21]=[CH:20][CH:19]=[CH:18][CH:17]=1.[H-].[Na+].[F:24][C:25]([F:44])([F:43])[S:26](N(C1C=CC=CC=1)[S:26]([C:25]([F:44])([F:43])[F:24])(=[O:28])=[O:27])(=[O:28])=[O:27].[NH4+].[Cl-], predict the reaction product. The product is: [Cl:1][C:2]1[CH:3]=[C:4]2[C:9](=[C:10]([F:12])[CH:11]=1)[N:8]=[C:7]([O:13][S:26]([C:25]([F:44])([F:43])[F:24])(=[O:28])=[O:27])[C:6]([C:14]#[N:15])=[C:5]2[C:16]1[CH:21]=[CH:20][CH:19]=[CH:18][CH:17]=1.